This data is from Reaction yield outcomes from USPTO patents with 853,638 reactions. The task is: Predict the reaction yield, written as a fraction of the theoretical maximum amount of product (1.0 means a 100% yield; for example, 0.34 means a 34% yield). The reactants are Br[C:2]1[CH:7]=[CH:6][C:5]([CH2:8][N:9]([CH2:20][C:21]([F:24])([F:23])[F:22])[S:10]([CH2:13][C:14]2[CH:19]=[CH:18][CH:17]=[CH:16][CH:15]=2)(=[O:12])=[O:11])=[C:4]([F:25])[CH:3]=1.[N:26]1[CH:31]=[CH:30][C:29](B(O)O)=[CH:28][CH:27]=1.C(=O)([O-])[O-].[Na+].[Na+]. No catalyst specified. The product is [F:25][C:4]1[CH:3]=[C:2]([C:29]2[CH:30]=[CH:31][N:26]=[CH:27][CH:28]=2)[CH:7]=[CH:6][C:5]=1[CH2:8][N:9]([CH2:20][C:21]([F:24])([F:23])[F:22])[S:10]([CH2:13][C:14]1[CH:19]=[CH:18][CH:17]=[CH:16][CH:15]=1)(=[O:12])=[O:11]. The yield is 0.930.